This data is from Catalyst prediction with 721,799 reactions and 888 catalyst types from USPTO. The task is: Predict which catalyst facilitates the given reaction. Reactant: ClC1C=CC(C(OO)=[O:9])=CC=1.[CH3:12][S:13][C:14]1[CH:15]=[CH:16][C:17]2[N:18]([C:20]([CH2:27][N:28]3[CH2:32][CH:31]([CH2:33][CH2:34][CH3:35])[CH2:30][C:29]3=[O:36])=[C:21]([C:23]([F:26])([F:25])[F:24])[N:22]=2)[N:19]=1. Product: [CH3:12][S:13]([C:14]1[CH:15]=[CH:16][C:17]2[N:18]([C:20]([CH2:27][N:28]3[CH2:32][CH:31]([CH2:33][CH2:34][CH3:35])[CH2:30][C:29]3=[O:36])=[C:21]([C:23]([F:25])([F:24])[F:26])[N:22]=2)[N:19]=1)=[O:9]. The catalyst class is: 22.